Dataset: Full USPTO retrosynthesis dataset with 1.9M reactions from patents (1976-2016). Task: Predict the reactants needed to synthesize the given product. (1) Given the product [C:1]([C:5]1[CH:10]=[CH:9][CH:8]=[C:7]([CH3:11])[C:6]=1[O:12][C:25]1[N:20]=[N:21][C:22]([Cl:26])=[CH:23][CH:24]=1)([CH3:4])([CH3:3])[CH3:2], predict the reactants needed to synthesize it. The reactants are: [C:1]([C:5]1[CH:10]=[CH:9][CH:8]=[C:7]([CH3:11])[C:6]=1[OH:12])([CH3:4])([CH3:3])[CH3:2].CC(C)([O-])C.[K+].Cl[N:20]1[CH:25]=[CH:24][CH:23]=[C:22]([Cl:26])[NH:21]1. (2) Given the product [Br:30][C:31]1[CH:32]=[CH:33][C:34]([C:37]([NH:42][CH2:46][CH2:26][C:27]([O:28][CH2:29][CH3:25])=[O:8])=[O:39])=[N:35][CH:36]=1, predict the reactants needed to synthesize it. The reactants are: CN(C([O:8]N1N=NC2C=CC=NC1=2)=[N+](C)C)C.F[P-](F)(F)(F)(F)F.[CH2:25]1[CH2:29][O:28][CH2:27][CH2:26]1.[Br:30][C:31]1[CH:32]=[CH:33][C:34]([C:37]([OH:39])=O)=[N:35][CH:36]=1.CC[N:42]([CH:46](C)C)C(C)C. (3) Given the product [NH3:9].[Cl:1][C:2]1[CH:28]=[CH:27][C:5]([O:6][CH2:7][C:8]2[N:12]=[C:11]([C@H:13]([CH2:18][CH2:19][CH2:20][CH:21]3[CH2:26][CH2:25][CH2:24][CH2:23][CH2:22]3)[CH2:14][C:15]([NH:42][OH:43])=[O:16])[O:10][N:9]=2)=[CH:4][CH:3]=1, predict the reactants needed to synthesize it. The reactants are: [Cl:1][C:2]1[CH:28]=[CH:27][C:5]([O:6][CH2:7][C:8]2[N:12]=[C:11]([C@H:13]([CH2:18][CH2:19][CH2:20][CH:21]3[CH2:26][CH2:25][CH2:24][CH2:23][CH2:22]3)[CH2:14][C:15](O)=[O:16])[O:10][N:9]=2)=[CH:4][CH:3]=1.C(N1C=CN=C1)(N1C=CN=C1)=O.Cl.[NH2:42][OH:43]. (4) Given the product [CH3:1][N:2]1[C:3]2[CH:4]=[C:5]([CH2:12][NH:13][C:14](=[O:20])[O:15][C:16]([CH3:19])([CH3:18])[CH3:17])[CH:6]=[CH:7][C:8]=2[NH:9][C:28]1=[O:29], predict the reactants needed to synthesize it. The reactants are: [CH3:1][NH:2][C:3]1[CH:4]=[C:5]([CH2:12][NH:13][C:14](=[O:20])[O:15][C:16]([CH3:19])([CH3:18])[CH3:17])[CH:6]=[CH:7][C:8]=1[N+:9]([O-])=O.[H][H].C1N=CN([C:28](N2C=NC=C2)=[O:29])C=1.